From a dataset of Full USPTO retrosynthesis dataset with 1.9M reactions from patents (1976-2016). Predict the reactants needed to synthesize the given product. (1) Given the product [NH2:10][C:11]1[CH:12]=[C:13]([NH:14][C:2]2[N:7]=[C:6]([NH:14][C:13]3[CH:15]=[CH:16][C:17]([CH3:18])=[C:11]([NH2:10])[CH:12]=3)[C:5]([F:9])=[CH:4][N:3]=2)[CH:15]=[CH:16][C:17]=1[CH3:18], predict the reactants needed to synthesize it. The reactants are: Cl[C:2]1[N:7]=[C:6](Cl)[C:5]([F:9])=[CH:4][N:3]=1.[NH2:10][C:11]1[CH:12]=[C:13]([CH:15]=[CH:16][C:17]=1[CH3:18])[NH2:14]. (2) The reactants are: [C:9](O[C:9]([O:11][C:12]([CH3:15])([CH3:14])[CH3:13])=[O:10])([O:11][C:12]([CH3:15])([CH3:14])[CH3:13])=[O:10].[CH2:16]([O:23][C:24]([N:26]1[CH2:31][CH2:30][CH:29]([CH2:32][NH:33][CH:34]2[CH2:36][CH2:35]2)[CH2:28][CH2:27]1)=[O:25])[C:17]1[CH:22]=[CH:21][CH:20]=[CH:19][CH:18]=1. Given the product [CH2:16]([O:23][C:24]([N:26]1[CH2:31][CH2:30][CH:29]([CH2:32][N:33]([C:9]([O:11][C:12]([CH3:13])([CH3:14])[CH3:15])=[O:10])[CH:34]2[CH2:36][CH2:35]2)[CH2:28][CH2:27]1)=[O:25])[C:17]1[CH:22]=[CH:21][CH:20]=[CH:19][CH:18]=1, predict the reactants needed to synthesize it. (3) Given the product [F:1][C:2]1[CH:3]=[C:4]([CH:5]=[CH:15][N+:12]([O-:14])=[O:13])[CH:7]=[C:8]([F:11])[C:9]=1[OH:10], predict the reactants needed to synthesize it. The reactants are: [F:1][C:2]1[CH:3]=[C:4]([CH:7]=[C:8]([F:11])[C:9]=1[OH:10])[CH:5]=O.[N+:12]([CH3:15])([O-:14])=[O:13].C([O-])(=O)C.[NH4+]. (4) Given the product [Cl:1][C:2]1[N:3]=[CH:4][C:5]2[NH:22][C:11](=[O:12])[C:10]([F:16])([F:15])[CH2:9][N:8]([CH:17]3[CH2:21][CH2:20][CH2:19][CH2:18]3)[C:6]=2[N:7]=1, predict the reactants needed to synthesize it. The reactants are: [Cl:1][C:2]1[N:7]=[C:6]([N:8]([CH:17]2[CH2:21][CH2:20][CH2:19][CH2:18]2)[CH2:9][C:10]([F:16])([F:15])[C:11](OC)=[O:12])[C:5]([N+:22]([O-])=O)=[CH:4][N:3]=1.Cl. (5) Given the product [F:9][C:10]1[CH:11]=[C:12]([CH2:16][CH2:17][C:18]2[O:22][C:21]([C:23]3[CH:37]=[C:27]([NH:28][C:29]4[CH:30]=[CH:31][C:32]([O:35][CH3:36])=[CH:33][CH:34]=4)[C:26]([NH2:38])=[CH:25][CH:24]=3)=[N:20][N:19]=2)[CH:13]=[CH:14][CH:15]=1, predict the reactants needed to synthesize it. The reactants are: S(S([O-])=O)([O-])=O.[Na+].[Na+].[F:9][C:10]1[CH:11]=[C:12]([CH2:16][CH2:17][C:18]2[O:22][C:21]([C:23]3[CH:24]=[CH:25][C:26]([N+:38]([O-])=O)=[C:27]([CH:37]=3)[NH:28][C:29]3[CH:34]=[CH:33][C:32]([O:35][CH3:36])=[CH:31][CH:30]=3)=[N:20][N:19]=2)[CH:13]=[CH:14][CH:15]=1.O1CCCC1.C(=O)([O-])O.[Na+]. (6) Given the product [OH2:4].[OH2:9].[OH2:1].[OH2:4].[OH2:4].[OH2:4].[N+:3]([O-:6])([O-:5])=[O:4].[Co+2:7].[N+:8]([O-:11])([O-:10])=[O:9], predict the reactants needed to synthesize it. The reactants are: [OH-:1].[NH4+].[N+:3]([O-:6])([O-:5])=[O:4].[Co+2:7].[N+:8]([O-:11])([O-:10])=[O:9]. (7) Given the product [F:1][C:2]1[CH:26]=[CH:25][CH:24]=[C:23]([F:27])[C:3]=1[CH2:4][O:5][C:6]1[CH:11]=[CH:10][C:9]([C:12](=[O:22])[CH2:13][CH2:14][C:15]([OH:17])=[O:16])=[CH:8][CH:7]=1, predict the reactants needed to synthesize it. The reactants are: [F:1][C:2]1[CH:26]=[CH:25][CH:24]=[C:23]([F:27])[C:3]=1[CH2:4][O:5][C:6]1[CH:11]=[CH:10][C:9]([C:12](=[O:22])[CH2:13][CH2:14][C:15]([O:17]C(C)(C)C)=[O:16])=[CH:8][CH:7]=1.FC(F)(F)C(O)=O. (8) Given the product [CH2:1]([N:8]1[C:12]([C:13]([F:14])([F:15])[F:16])=[CH:11][C:10]([C:17]2[CH:22]=[CH:21][C:20]([Cl:23])=[CH:19][CH:18]=2)=[C:9]1[C:24]([N:26]([CH2:28][C:29]([CH3:31])([CH3:30])[C:32]([N:33]=[N+:56]=[N-:57])=[O:34])[CH3:27])=[O:25])[C:2]1[CH:7]=[CH:6][CH:5]=[CH:4][CH:3]=1, predict the reactants needed to synthesize it. The reactants are: [CH2:1]([N:8]1[C:12]([C:13]([F:16])([F:15])[F:14])=[CH:11][C:10]([C:17]2[CH:22]=[CH:21][C:20]([Cl:23])=[CH:19][CH:18]=2)=[C:9]1[C:24]([N:26]([CH2:28][C:29]([C:32](=[O:34])[NH2:33])([CH3:31])[CH3:30])[CH3:27])=[O:25])[C:2]1[CH:7]=[CH:6][CH:5]=[CH:4][CH:3]=1.CCN(CC)CC.C1C=CC(P([N:56]=[N+:57]=[N-])(C2C=CC=CC=2)=O)=CC=1.